This data is from Forward reaction prediction with 1.9M reactions from USPTO patents (1976-2016). The task is: Predict the product of the given reaction. (1) Given the reactants [F:1][C:2]1[CH:9]=[C:8]([N:10]2[C:18]3[CH2:17][C:16]([CH3:20])([CH3:19])[CH2:15][C:14](=[O:21])[C:13]=3[C:12]([CH3:22])=[N:11]2)[CH:7]=[C:6]([NH:23][CH:24]2[CH2:29][CH2:28][CH:27]([O:30][CH3:31])[CH2:26][CH2:25]2)[C:3]=1[C:4]#[N:5].CS(C)=[O:34].[OH-].[Na+].OO, predict the reaction product. The product is: [F:1][C:2]1[CH:9]=[C:8]([N:10]2[C:18]3[CH2:17][C:16]([CH3:20])([CH3:19])[CH2:15][C:14](=[O:21])[C:13]=3[C:12]([CH3:22])=[N:11]2)[CH:7]=[C:6]([NH:23][C@H:24]2[CH2:25][CH2:26][C@H:27]([O:30][CH3:31])[CH2:28][CH2:29]2)[C:3]=1[C:4]([NH2:5])=[O:34]. (2) The product is: [F:28][C:2]([F:27])([F:1])[C:3]1[CH:8]=[CH:7][N:6]=[C:5]([N:9]2[CH2:14][C@@H:13]3[CH2:15][C@H:10]2[CH2:11][N:12]3[C:16]([C@@:18]23[CH2:25][CH2:24][CH2:23][C@@H:22]2[CH2:21][C@H:20]([N:29]2[CH2:34][CH2:33][CH:32]([C:35]4[CH:36]=[C:37]([CH:43]=[CH:44][CH:45]=4)[C:38]([O:40][CH2:41][CH3:42])=[O:39])[CH2:31][CH2:30]2)[CH2:19]3)=[O:17])[CH:4]=1. Given the reactants [F:1][C:2]([F:28])([F:27])[C:3]1[CH:8]=[CH:7][N:6]=[C:5]([N:9]2[CH2:14][C@@H:13]3[CH2:15][C@H:10]2[CH2:11][N:12]3[C:16]([C@@:18]23[CH2:25][CH2:24][CH2:23][C@@H:22]2[CH2:21][C:20](=O)[CH2:19]3)=[O:17])[CH:4]=1.[NH:29]1[CH2:34][CH2:33][CH:32]([C:35]2[CH:36]=[C:37]([CH:43]=[CH:44][CH:45]=2)[C:38]([O:40][CH2:41][CH3:42])=[O:39])[CH2:31][CH2:30]1.[BH4-].[Na+].C(=O)(O)[O-].[Na+].C(OC(C)C)(=O)C1C=CC=CC=1, predict the reaction product. (3) Given the reactants O[N:2]=[C:3]([C:9](=[O:11])[CH3:10])[C:4]([O:6][CH2:7][CH3:8])=[O:5].[C:12](OC(=O)C)(=[O:14])[CH3:13].[H][H], predict the reaction product. The product is: [C:12]([NH:2][CH:3]([C:9](=[O:11])[CH3:10])[C:4]([O:6][CH2:7][CH3:8])=[O:5])(=[O:14])[CH3:13]. (4) Given the reactants [C:1]1([C:7](=[N:14][CH:15]2[CH2:19][CH2:18][O:17][C:16]2=[O:20])[C:8]2[CH:13]=[CH:12][CH:11]=[CH:10][CH:9]=2)[CH:6]=[CH:5][CH:4]=[CH:3][CH:2]=1.C[Si]([N-][Si](C)(C)C)(C)C.[Na+].[CH2:31](Br)[C:32]1[CH:37]=[CH:36][CH:35]=[CH:34][CH:33]=1, predict the reaction product. The product is: [CH2:31]([C:15]1([N:14]=[C:7]([C:8]2[CH:13]=[CH:12][CH:11]=[CH:10][CH:9]=2)[C:1]2[CH:6]=[CH:5][CH:4]=[CH:3][CH:2]=2)[CH2:19][CH2:18][O:17][C:16]1=[O:20])[C:32]1[CH:37]=[CH:36][CH:35]=[CH:34][CH:33]=1.